From a dataset of Reaction yield outcomes from USPTO patents with 853,638 reactions. Predict the reaction yield, written as a fraction of the theoretical maximum amount of product (1.0 means a 100% yield; for example, 0.34 means a 34% yield). (1) The reactants are [Cl:1][C:2]1[CH:3]=[C:4]([CH2:8][CH2:9][OH:10])[CH:5]=[CH:6][CH:7]=1.[Li][CH2:12]CCC.I[CH2:17][C:18]([O-:20])=[O:19].[Na+].S(Cl)(Cl)=O. The catalyst is C1COCC1.O. The product is [CH3:12][O:20][C:18](=[O:19])[CH2:17][O:10][CH2:9][CH2:8][C:4]1[CH:5]=[CH:6][CH:7]=[C:2]([Cl:1])[CH:3]=1. The yield is 0.760. (2) The reactants are Br[C:2]1[CH:11]=[C:10]2[C:5]([N:6]=[CH:7][C:8]([N:12]3[CH2:17][CH2:16][O:15][CH2:14][CH2:13]3)=[N:9]2)=[CH:4][CH:3]=1.[SiH](CC)(CC)CC.CN([CH:28]=[O:29])C. No catalyst specified. The product is [O:15]1[CH2:16][CH2:17][N:12]([C:8]2[CH:7]=[N:6][C:5]3[C:10]([N:9]=2)=[CH:11][C:2]([CH:28]=[O:29])=[CH:3][CH:4]=3)[CH2:13][CH2:14]1. The yield is 0.823. (3) The catalyst is C(COC)OC. The reactants are [C:1]([C:3]1[CH:4]=[CH:5][C:6]([CH3:35])=[C:7]([NH:9][C:10](=[O:34])[C:11]2[CH:16]=[CH:15][C:14]([NH:17][C:18]3[N:27]=[C:26]([C:28]4[CH:33]=[CH:32][CH:31]=[CH:30][CH:29]=4)[C:25]4[C:20](=[CH:21][CH:22]=[CH:23][CH:24]=4)[N:19]=3)=[CH:13][CH:12]=2)[CH:8]=1)#[N:2].C[Si]([N:40]=[N+:41]=[N-:42])(C)C.C([Sn](=O)CCCC)CCC. The product is [CH3:35][C:6]1[CH:5]=[CH:4][C:3]([C:1]2[NH:42][N:41]=[N:40][N:2]=2)=[CH:8][C:7]=1[NH:9][C:10](=[O:34])[C:11]1[CH:16]=[CH:15][C:14]([NH:17][C:18]2[N:27]=[C:26]([C:28]3[CH:29]=[CH:30][CH:31]=[CH:32][CH:33]=3)[C:25]3[C:20](=[CH:21][CH:22]=[CH:23][CH:24]=3)[N:19]=2)=[CH:13][CH:12]=1. The yield is 0.810. (4) The reactants are [Cl:1][C:2]1[C:3]2[C:10]([NH:11][C@H:12]([C@@H:27]([OH:29])[CH3:28])[C:13]([NH:15][NH:16][C:17](=O)[C:18]3[CH:23]=[CH:22][C:21]([C:24]#[N:25])=[CH:20][CH:19]=3)=[O:14])=[CH:9][CH:8]=[C:7]([C:30]#[N:31])[C:4]=2[S:5][CH:6]=1.CCN(P1(N(C)CCCN1C)=NC(C)(C)C)CC.CO. The catalyst is C1COCC1. The product is [Cl:1][C:2]1[C:3]2[C:10]([NH:11][C@@H:12]([C:13]3[O:14][C:17]([C:18]4[CH:19]=[CH:20][C:21]([C:24]#[N:25])=[CH:22][CH:23]=4)=[N:16][N:15]=3)[C@@H:27]([OH:29])[CH3:28])=[CH:9][CH:8]=[C:7]([C:30]#[N:31])[C:4]=2[S:5][CH:6]=1. The yield is 0.0900. (5) The reactants are [CH3:1][O:2][C:3]1[N:4]=[C:5]2[C:10](=[CH:11][CH:12]=1)[N:9]=[CH:8][CH:7]=[C:6]2OS(C(F)(F)F)(=O)=O.B1(B2OC(C)(C)C(C)(C)O2)OC(C)(C)C(C)(C)O1.C([O-])(=O)C.[K+].ClCCl.C(=O)([O-])[O-].[K+].[K+].Br[C:54]1[CH:55]=[CH:56][C:57]([CH2:60][CH2:61][NH:62][C:63](=[O:69])[O:64][C:65]([CH3:68])([CH3:67])[CH3:66])=[N:58][CH:59]=1. The catalyst is [CH-]1C(P(C2C=CC=CC=2)C2C=CC=CC=2)=CC=C1.[CH-]1C(P(C2C=CC=CC=2)C2C=CC=CC=2)=CC=C1.[Fe+2].C1C=CC(P(C2C=CC=CC=2)[C-]2C=CC=C2)=CC=1.C1C=CC(P(C2C=CC=CC=2)[C-]2C=CC=C2)=CC=1.Cl[Pd]Cl.[Fe+2]. The product is [CH3:1][O:2][C:3]1[N:4]=[C:5]2[C:10](=[CH:11][CH:12]=1)[N:9]=[CH:8][CH:7]=[C:6]2[C:54]1[CH:55]=[CH:56][C:57]([CH2:60][CH2:61][NH:62][C:63](=[O:69])[O:64][C:65]([CH3:67])([CH3:66])[CH3:68])=[N:58][CH:59]=1. The yield is 0.620.